Dataset: Forward reaction prediction with 1.9M reactions from USPTO patents (1976-2016). Task: Predict the product of the given reaction. (1) Given the reactants [Br:1][C:2]1[N:6]2[N:7]=[C:8]([N:11]([CH3:22])[CH2:12][CH2:13][CH2:14][NH:15]C(=O)C(F)(F)F)[CH:9]=[CH:10][C:5]2=[N:4][CH:3]=1.C(=O)([O-])[O-].[K+].[K+].[C:37](O[C:37]([O:39][C:40]([CH3:43])([CH3:42])[CH3:41])=[O:38])([O:39][C:40]([CH3:43])([CH3:42])[CH3:41])=[O:38].CN1CCOCC1, predict the reaction product. The product is: [C:40]([O:39][C:37](=[O:38])[NH:15][CH2:14][CH2:13][CH2:12][N:11]([C:8]1[CH:9]=[CH:10][C:5]2[N:6]([C:2]([Br:1])=[CH:3][N:4]=2)[N:7]=1)[CH3:22])([CH3:41])([CH3:42])[CH3:43]. (2) Given the reactants C(N(CC)CC)C.[CH3:8][C:9]1[NH:13][N:12]=[C:11]([O:14][C:15]2[CH:20]=[CH:19][CH:18]=[CH:17][CH:16]=2)[CH:10]=1.[CH2:21]([N:23]=[C:24]=[O:25])[CH3:22].Cl, predict the reaction product. The product is: [CH2:21]([NH:23][C:24]([N:13]1[C:9]([CH3:8])=[CH:10][C:11]([O:14][C:15]2[CH:16]=[CH:17][CH:18]=[CH:19][CH:20]=2)=[N:12]1)=[O:25])[CH3:22].